Predict which catalyst facilitates the given reaction. From a dataset of Catalyst prediction with 721,799 reactions and 888 catalyst types from USPTO. (1) Product: [Br:31][C:32]1[N:37]=[C:36]([CH:38]([N:5]2[C:1](=[O:11])[C:2]3[C:3](=[CH:7][CH:8]=[CH:9][CH:10]=3)[C:4]2=[O:6])[CH2:39][C:40]2[CH:48]=[C:47]([CH3:49])[C:46]3[C:42](=[CH:43][N:44]([CH2:50][O:51][CH2:52][CH2:53][Si:54]([CH3:57])([CH3:56])[CH3:55])[N:45]=3)[CH:41]=2)[CH:35]=[CH:34][CH:33]=1. Reactant: [C:1]1(=[O:11])[NH:5][C:4](=[O:6])[C:3]2=[CH:7][CH:8]=[CH:9][CH:10]=[C:2]12.C1(P(C2C=CC=CC=2)C2C=CC=CC=2)C=CC=CC=1.[Br:31][C:32]1[N:37]=[C:36]([CH:38](O)[CH2:39][C:40]2[CH:48]=[C:47]([CH3:49])[C:46]3[C:42](=[CH:43][N:44]([CH2:50][O:51][CH2:52][CH2:53][Si:54]([CH3:57])([CH3:56])[CH3:55])[N:45]=3)[CH:41]=2)[CH:35]=[CH:34][CH:33]=1. The catalyst class is: 635. (2) Reactant: [NH:1]1[CH2:5][CH2:4][CH2:3][C:2]1=[O:6].[H-].[Na+].Br[CH2:10][CH2:11][N:12]1[C:16](=[O:17])[C:15]2=[CH:18][CH:19]=[CH:20][CH:21]=[C:14]2[C:13]1=[O:22]. The catalyst class is: 31. Product: [O:6]=[C:2]1[CH2:3][CH2:4][CH2:5][N:1]1[CH2:10][CH2:11][N:12]1[C:13](=[O:22])[C:14]2[C:15](=[CH:18][CH:19]=[CH:20][CH:21]=2)[C:16]1=[O:17]. (3) Reactant: [C:1]([C:3]1[CH:4]=[C:5]2[C:9](=[CH:10][CH:11]=1)[NH:8][CH:7]=[C:6]2[CH2:12][CH2:13][CH2:14][CH2:15][N:16]1[CH2:21][CH2:20][N:19]([C:22]2[CH:23]=[CH:24][C:25]3[O:29][C:28]([C:30]([O:32]C)=O)=[CH:27][C:26]=3[CH:34]=2)[CH2:18][CH2:17]1)#[N:2].[NH3:35]. Product: [CH:11]1[C:3]([C:1]#[N:2])=[CH:4][C:5]2[C:6]([CH2:12][CH2:13][CH2:14][CH2:15][N:16]3[CH2:21][CH2:20][N:19]([C:22]4[CH:23]=[CH:24][C:25]5[O:29][C:28]([C:30]([NH2:35])=[O:32])=[CH:27][C:26]=5[CH:34]=4)[CH2:18][CH2:17]3)=[CH:7][NH:8][C:9]=2[CH:10]=1. The catalyst class is: 5. (4) Reactant: [CH2:1]([O:3][C:4]([C:6]1[C:7]([OH:14])=[N:8][N:9]([CH:11]([CH3:13])[CH3:12])[CH:10]=1)=[O:5])[CH3:2].[Br:15]N1C(=O)CCC1=O. Product: [CH2:1]([O:3][C:4]([C:6]1[C:7]([OH:14])=[N:8][N:9]([CH:11]([CH3:13])[CH3:12])[C:10]=1[Br:15])=[O:5])[CH3:2]. The catalyst class is: 4. (5) Reactant: [C:1]([O:7][CH2:8][CH3:9])(=[O:6])[CH2:2][C:3]([CH3:5])=[O:4].[Li+].CC([N-]C(C)C)C.[CH2:18](Br)[C:19]1[CH:24]=[CH:23][CH:22]=[CH:21][CH:20]=1. Product: [CH2:8]([O:7][C:1](=[O:6])[CH2:2][C:3](=[O:4])[CH2:5][CH2:18][C:19]1[CH:24]=[CH:23][CH:22]=[CH:21][CH:20]=1)[CH3:9]. The catalyst class is: 1.